From a dataset of Catalyst prediction with 721,799 reactions and 888 catalyst types from USPTO. Predict which catalyst facilitates the given reaction. (1) Reactant: [F:1][C:2]1[CH:7]=[CH:6][C:5]([C:8]([C:10](=[CH:30][OH:31])[CH2:11][CH2:12][N:13]2[CH2:18][CH2:17][C:16]([C:24]3[CH:29]=[CH:28][CH:27]=[CH:26][CH:25]=3)([C:19]([O:21][CH2:22][CH3:23])=[O:20])[CH2:15][CH2:14]2)=O)=[CH:4][CH:3]=1.[ClH:32].[NH2:33]O. Product: [ClH:32].[F:1][C:2]1[CH:7]=[CH:6][C:5]([C:8]2[C:10]([CH2:11][CH2:12][N:13]3[CH2:18][CH2:17][C:16]([C:24]4[CH:29]=[CH:28][CH:27]=[CH:26][CH:25]=4)([C:19]([O:21][CH2:22][CH3:23])=[O:20])[CH2:15][CH2:14]3)=[CH:30][O:31][N:33]=2)=[CH:4][CH:3]=1. The catalyst class is: 8. (2) Reactant: Br[C:2]1[CH:7]=[CH:6][C:5]([C:8]2[O:12][N:11]=[C:10]([CH3:13])[C:9]=2[NH:14][C:15](=[O:24])[CH2:16][CH2:17][C:18]2[CH:23]=[CH:22][CH:21]=[CH:20][CH:19]=2)=[CH:4][CH:3]=1.[C:25]([C:28]1[CH:29]=[C:30](B(O)O)[CH:31]=[CH:32][CH:33]=1)([OH:27])=[O:26].C(=O)([O-])[O-].[K+].[K+].COCCOC. Product: [CH3:13][C:10]1[C:9]([NH:14][C:15](=[O:24])[CH2:16][CH2:17][C:18]2[CH:23]=[CH:22][CH:21]=[CH:20][CH:19]=2)=[C:8]([C:5]2[CH:6]=[CH:7][C:2]([C:32]3[CH:31]=[CH:30][CH:29]=[C:28]([C:25]([OH:27])=[O:26])[CH:33]=3)=[CH:3][CH:4]=2)[O:12][N:11]=1. The catalyst class is: 103. (3) Reactant: [O:1]=[C:2]([CH2:26][CH2:27][CH2:28][CH2:29][CH2:30][CH2:31][CH2:32][CH2:33][CH2:34][CH2:35][CH2:36][C:37]([O:39][CH:40]([CH2:45][CH:46]([CH3:48])[CH3:47])[CH2:41][CH:42]([CH3:44])[CH3:43])=[O:38])[CH2:3][CH2:4][CH2:5][CH2:6][CH2:7][CH2:8][CH2:9][CH2:10][CH2:11][CH2:12][CH2:13][C:14]([O:16][CH:17]([CH2:22][CH:23]([CH3:25])[CH3:24])[CH2:18][CH:19]([CH3:21])[CH3:20])=[O:15].[BH4-].[Na+]. Product: [OH:1][CH:2]([CH2:3][CH2:4][CH2:5][CH2:6][CH2:7][CH2:8][CH2:9][CH2:10][CH2:11][CH2:12][CH2:13][C:14]([O:16][CH:17]([CH2:22][CH:23]([CH3:25])[CH3:24])[CH2:18][CH:19]([CH3:21])[CH3:20])=[O:15])[CH2:26][CH2:27][CH2:28][CH2:29][CH2:30][CH2:31][CH2:32][CH2:33][CH2:34][CH2:35][CH2:36][C:37]([O:39][CH:40]([CH2:45][CH:46]([CH3:47])[CH3:48])[CH2:41][CH:42]([CH3:44])[CH3:43])=[O:38]. The catalyst class is: 193. (4) Reactant: [NH:1]1[C:5]2[CH:6]=[CH:7][CH:8]=[CH:9][C:4]=2[N:3]=[C:2]1[C:10]1([CH2:16][NH2:17])[CH2:15][CH2:14][NH:13][CH2:12][CH2:11]1.[C:18](=N)([C:25]1[CH:30]=[CH:29][CH:28]=[CH:27][CH:26]=1)[C:19]1[CH:24]=[CH:23][CH:22]=[CH:21][CH:20]=1.C1(C)C=CC(S(O)(=O)=O)=CC=1.C(Cl)Cl. Product: [NH:1]1[C:5]2[CH:6]=[CH:7][CH:8]=[CH:9][C:4]=2[N:3]=[C:2]1[C:10]1([CH2:16][N:17]=[C:18]([C:19]2[CH:24]=[CH:23][CH:22]=[CH:21][CH:20]=2)[C:25]2[CH:30]=[CH:29][CH:28]=[CH:27][CH:26]=2)[CH2:11][CH2:12][NH:13][CH2:14][CH2:15]1. The catalyst class is: 250. (5) Reactant: [NH2:1][C:2]1[CH:7]=[CH:6][CH:5]=[CH:4][C:3]=1[S:8]([CH:11]([CH3:13])[CH3:12])(=[O:10])=[O:9].[Cl:14][C:15]1[N:16]=[N:17][C:18]([Cl:22])=[C:19](Cl)[N:20]=1.C(N(CC)CC)C. Product: [Cl:14][C:15]1[N:16]=[N:17][C:18]([Cl:22])=[C:19]([NH:1][C:2]2[CH:7]=[CH:6][CH:5]=[CH:4][C:3]=2[S:8]([CH:11]([CH3:13])[CH3:12])(=[O:10])=[O:9])[N:20]=1. The catalyst class is: 2. (6) Reactant: [H-].[Na+].C1COCC1.[C:8]([O:12][C:13](=[O:21])/[CH:14]=[CH:15]/[C:16]1[CH:20]=[CH:19][NH:18][CH:17]=1)([CH3:11])([CH3:10])[CH3:9].[Br:22][C:23]1[CH:24]=[C:25]([S:29](Cl)(=[O:31])=[O:30])[CH:26]=[CH:27][CH:28]=1. Product: [C:8]([O:12][C:13](=[O:21])/[CH:14]=[CH:15]/[C:16]1[CH:20]=[CH:19][N:18]([S:29]([C:25]2[CH:26]=[CH:27][CH:28]=[C:23]([Br:22])[CH:24]=2)(=[O:31])=[O:30])[CH:17]=1)([CH3:11])([CH3:9])[CH3:10]. The catalyst class is: 6. (7) Reactant: [Cl:1][C:2]1[CH:3]=[C:4]([NH:9][C:10]2[C:19]3[C:14](=[CH:15][C:16]([O:21][CH3:22])=[C:17]([NH2:20])[CH:18]=3)[N:13]=[CH:12][N:11]=2)[CH:5]=[CH:6][C:7]=1[F:8].C(N(CC)CC)C.[Br:30][CH2:31]/[CH:32]=[CH:33]/[C:34](Cl)=[O:35]. Product: [Br:30][CH2:31]/[CH:32]=[CH:33]/[C:34]([NH:20][C:17]1[CH:18]=[C:19]2[C:14](=[CH:15][C:16]=1[O:21][CH3:22])[N:13]=[CH:12][N:11]=[C:10]2[NH:9][C:4]1[CH:5]=[CH:6][C:7]([F:8])=[C:2]([Cl:1])[CH:3]=1)=[O:35]. The catalyst class is: 7. (8) Reactant: [F:1][CH:2]([F:23])[C:3]([NH:5][CH2:6][CH2:7][C:8]1[C:16]2[C:11](=[CH:12][C:13]([F:19])=[C:14]([O:17][CH3:18])[CH:15]=2)[NH:10][C:9]=1[C:20]([OH:22])=O)=[O:4].Cl.CN.[CH:27]([N:30](C(C)C)CC)(C)C.F[P-](F)(F)(F)(F)F.N1(OC(N(C)C)=[N+](C)C)C2N=CC=CC=2N=N1. Product: [F:23][CH:2]([F:1])[C:3]([NH:5][CH2:6][CH2:7][C:8]1[C:16]2[C:11](=[CH:12][C:13]([F:19])=[C:14]([O:17][CH3:18])[CH:15]=2)[NH:10][C:9]=1[C:20]([NH:30][CH3:27])=[O:22])=[O:4]. The catalyst class is: 9. (9) Reactant: Cl.[N+:2]([C:5]1[CH:12]=[CH:11][C:8]([CH2:9][NH2:10])=[CH:7][CH:6]=1)([O-:4])=[O:3].C(=O)([O-])O.[Na+].[C:18](Cl)(=[O:22])[C:19]([CH3:21])=[CH2:20]. Product: [N+:2]([C:5]1[CH:6]=[CH:7][C:8]([CH2:9][NH:10][C:18](=[O:22])[C:19]([CH3:21])=[CH2:20])=[CH:11][CH:12]=1)([O-:4])=[O:3]. The catalyst class is: 69. (10) Reactant: [CH3:1][C:2]1[CH:11]=[C:10]([NH:12][C:13]2[CH:14]=[C:15]([CH:33]=[CH:34][CH:35]=2)[C:16]([NH:18][NH:19][C:20](=[O:32])[CH2:21][N:22]2[CH2:31][CH2:30][C:29]3[C:24](=[CH:25][CH:26]=[CH:27][CH:28]=3)[CH2:23]2)=O)[C:9]2[C:4](=[CH:5][CH:6]=[CH:7][CH:8]=2)[N:3]=1. Product: [CH2:23]1[C:24]2[C:29](=[CH:28][CH:27]=[CH:26][CH:25]=2)[CH2:30][CH2:31][N:22]1[CH2:21][C:20]1[O:32][C:16]([C:15]2[CH:14]=[C:13]([NH:12][C:10]3[C:9]4[C:4](=[CH:5][CH:6]=[CH:7][CH:8]=4)[N:3]=[C:2]([CH3:1])[CH:11]=3)[CH:35]=[CH:34][CH:33]=2)=[N:18][N:19]=1. The catalyst class is: 286.